From a dataset of Reaction yield outcomes from USPTO patents with 853,638 reactions. Predict the reaction yield, written as a fraction of the theoretical maximum amount of product (1.0 means a 100% yield; for example, 0.34 means a 34% yield). The reactants are [C:1]([N:8]1[CH2:13][CH2:12][CH2:11][CH:10]([CH:14]=O)[CH2:9]1)([O:3][C:4]([CH3:7])([CH3:6])[CH3:5])=[O:2].[NH2:16][C:17]1[CH:18]=[N:19][CH:20]=[CH:21][CH:22]=1.[BH3-]C#N.[Na+]. The catalyst is CO.COC(OC)OC. The product is [C:1]([N:8]1[CH2:13][CH2:12][CH2:11][CH:10]([CH2:14][NH:16][C:17]2[CH:18]=[N:19][CH:20]=[CH:21][CH:22]=2)[CH2:9]1)([O:3][C:4]([CH3:7])([CH3:6])[CH3:5])=[O:2]. The yield is 0.750.